From a dataset of Full USPTO retrosynthesis dataset with 1.9M reactions from patents (1976-2016). Predict the reactants needed to synthesize the given product. Given the product [NH2:12][C:13]1[CH:22]=[CH:21][C:20]([C:23]([C:25]2[N:33]3[C:28]([CH:29]=[CH:30][CH:31]=[CH:32]3)=[C:27]([O:34][CH2:2][CH2:3][O:4][CH3:5])[C:26]=2[CH3:35])=[O:24])=[CH:19][C:14]=1[C:15]([O:17][CH3:18])=[O:16], predict the reactants needed to synthesize it. The reactants are: Br[CH2:2][CH2:3][O:4][CH3:5].C(=O)([O-])[O-].[Cs+].[Cs+].[NH2:12][C:13]1[CH:22]=[CH:21][C:20]([C:23]([C:25]2[N:33]3[C:28]([CH:29]=[CH:30][CH:31]=[CH:32]3)=[C:27]([OH:34])[C:26]=2[CH3:35])=[O:24])=[CH:19][C:14]=1[C:15]([O:17][CH3:18])=[O:16].Cl.